The task is: Regression. Given two drug SMILES strings and cell line genomic features, predict the synergy score measuring deviation from expected non-interaction effect.. This data is from NCI-60 drug combinations with 297,098 pairs across 59 cell lines. (1) Drug 1: CCCS(=O)(=O)NC1=C(C(=C(C=C1)F)C(=O)C2=CNC3=C2C=C(C=N3)C4=CC=C(C=C4)Cl)F. Drug 2: CC(C)CN1C=NC2=C1C3=CC=CC=C3N=C2N. Cell line: IGROV1. Synergy scores: CSS=3.49, Synergy_ZIP=0.633, Synergy_Bliss=3.56, Synergy_Loewe=2.52, Synergy_HSA=1.93. (2) Drug 1: CC1=CC=C(C=C1)C2=CC(=NN2C3=CC=C(C=C3)S(=O)(=O)N)C(F)(F)F. Drug 2: CCC1(C2=C(COC1=O)C(=O)N3CC4=CC5=C(C=CC(=C5CN(C)C)O)N=C4C3=C2)O.Cl. Cell line: SK-MEL-28. Synergy scores: CSS=8.12, Synergy_ZIP=-2.34, Synergy_Bliss=-4.11, Synergy_Loewe=-19.8, Synergy_HSA=-6.32. (3) Drug 1: C1CN1P(=S)(N2CC2)N3CC3. Drug 2: CC1=C(C(=CC=C1)Cl)NC(=O)C2=CN=C(S2)NC3=CC(=NC(=N3)C)N4CCN(CC4)CCO. Cell line: U251. Synergy scores: CSS=26.4, Synergy_ZIP=1.02, Synergy_Bliss=4.74, Synergy_Loewe=-0.428, Synergy_HSA=-0.708. (4) Drug 1: CN1C2=C(C=C(C=C2)N(CCCl)CCCl)N=C1CCCC(=O)O.Cl. Drug 2: CC(C)(C#N)C1=CC(=CC(=C1)CN2C=NC=N2)C(C)(C)C#N. Cell line: NCI-H460. Synergy scores: CSS=-2.48, Synergy_ZIP=-0.631, Synergy_Bliss=-5.29, Synergy_Loewe=-8.92, Synergy_HSA=-5.65.